This data is from NCI-60 drug combinations with 297,098 pairs across 59 cell lines. The task is: Regression. Given two drug SMILES strings and cell line genomic features, predict the synergy score measuring deviation from expected non-interaction effect. Drug 1: CC1C(C(CC(O1)OC2CC(OC(C2O)C)OC3=CC4=CC5=C(C(=O)C(C(C5)C(C(=O)C(C(C)O)O)OC)OC6CC(C(C(O6)C)O)OC7CC(C(C(O7)C)O)OC8CC(C(C(O8)C)O)(C)O)C(=C4C(=C3C)O)O)O)O. Drug 2: C1C(C(OC1N2C=NC3=C2NC=NCC3O)CO)O. Cell line: IGROV1. Synergy scores: CSS=24.6, Synergy_ZIP=-1.12, Synergy_Bliss=-2.97, Synergy_Loewe=-21.0, Synergy_HSA=-4.49.